The task is: Predict the product of the given reaction.. This data is from Forward reaction prediction with 1.9M reactions from USPTO patents (1976-2016). (1) The product is: [C:25]([N:13]1[CH2:14][CH2:15][C@H:16]([NH:17][S:18]([CH2:21][CH3:22])(=[O:19])=[O:20])[C@H:11]([CH2:10][O:9][C:8]2[CH:7]=[CH:6][C:5]([CH:3]([CH3:4])[CH3:2])=[CH:24][CH:23]=2)[CH2:12]1)(=[O:27])[CH3:26]. Given the reactants Cl.[CH3:2][CH:3]([C:5]1[CH:24]=[CH:23][C:8]([O:9][CH2:10][C@H:11]2[C@@H:16]([NH:17][S:18]([CH2:21][CH3:22])(=[O:20])=[O:19])[CH2:15][CH2:14][NH:13][CH2:12]2)=[CH:7][CH:6]=1)[CH3:4].[C:25](OC(=O)C)(=[O:27])[CH3:26].C(=O)([O-])O.[Na+], predict the reaction product. (2) Given the reactants [Cl:1][C:2]1[CH:7]=[CH:6][C:5]([C:8]2[N:15]3[C:11]([S:12][C:13]4[CH:19]=[CH:18][CH:17]=[CH:16][C:14]=43)=[C:10]([C:20](OC)=[O:21])[C:9]=2[C:24](OC)=[O:25])=[CH:4][CH:3]=1.[H-].[Al+3].[Li+].[H-].[H-].[H-].[H-].[NH4+].[OH-], predict the reaction product. The product is: [Cl:1][C:2]1[CH:7]=[CH:6][C:5]([C:8]2[N:15]3[C:11]([S:12][C:13]4[CH:19]=[CH:18][CH:17]=[CH:16][C:14]=43)=[C:10]([CH2:20][OH:21])[C:9]=2[CH2:24][OH:25])=[CH:4][CH:3]=1.